This data is from Peptide-MHC class II binding affinity with 134,281 pairs from IEDB. The task is: Regression. Given a peptide amino acid sequence and an MHC pseudo amino acid sequence, predict their binding affinity value. This is MHC class II binding data. (1) The MHC is DRB1_0301 with pseudo-sequence DRB1_0301. The binding affinity (normalized) is 0.441. The peptide sequence is HKGIVIKSKKKGSTP. (2) The peptide sequence is EKLYFAATQFEPLAA. The MHC is DRB1_0701 with pseudo-sequence DRB1_0701. The binding affinity (normalized) is 0.782. (3) The peptide sequence is ASMVIFDRSFTITIA. The MHC is DRB1_0701 with pseudo-sequence DRB1_0701. The binding affinity (normalized) is 0.234.